From a dataset of Catalyst prediction with 721,799 reactions and 888 catalyst types from USPTO. Predict which catalyst facilitates the given reaction. (1) Reactant: [Li+].[OH-].[O:3]=[C:4]1[N:10]([CH:11]2[CH2:16][CH2:15][N:14]([C:17]([O:19][C@@H:20]([C:31]([O:33]C)=[O:32])[CH2:21][C:22]3[CH:27]=[C:26]([CH3:28])[C:25]([NH2:29])=[C:24]([CH3:30])[CH:23]=3)=[O:18])[CH2:13][CH2:12]2)[CH2:9][CH2:8][C:7]2[CH:35]=[CH:36][CH:37]=[CH:38][C:6]=2[NH:5]1. Product: [O:3]=[C:4]1[N:10]([CH:11]2[CH2:16][CH2:15][N:14]([C:17]([O:19][C@@H:20]([C:31]([OH:33])=[O:32])[CH2:21][C:22]3[CH:27]=[C:26]([CH3:28])[C:25]([NH2:29])=[C:24]([CH3:30])[CH:23]=3)=[O:18])[CH2:13][CH2:12]2)[CH2:9][CH2:8][C:7]2[CH:35]=[CH:36][CH:37]=[CH:38][C:6]=2[NH:5]1. The catalyst class is: 90. (2) Reactant: [OH:1][C:2]1[CH:3]=[CH:4][C:5]([C:8]([OH:10])=O)=[N:6][CH:7]=1.[NH:11]1[CH2:16][CH2:15][CH2:14][CH2:13][CH2:12]1.C1C=CC2N(O)N=NC=2C=1.C(Cl)CCl.CN1CCOCC1. Product: [NH3:6].[OH:1][C:2]1[CH:3]=[CH:4][C:5]([C:8]([N:11]2[CH2:16][CH2:15][CH2:14][CH2:13][CH2:12]2)=[O:10])=[N:6][CH:7]=1. The catalyst class is: 2. (3) Reactant: C1CN([P+](ON2N=NC3C=CC=CC2=3)(N2CCCC2)N2CCCC2)CC1.F[P-](F)(F)(F)(F)F.C(N(CC)C(C)C)(C)C.[Cl:43][C:44]1[CH:45]=[CH:46][C:47]2[N:53]3[C:54]([CH:57]([CH3:59])[CH3:58])=[N:55][N:56]=[C:52]3[CH:51]([CH2:60][C:61](O)=[O:62])[O:50][CH:49]([C:64]3[CH:69]=[CH:68][CH:67]=[C:66]([O:70][CH3:71])[C:65]=3[O:72][CH3:73])[C:48]=2[CH:74]=1.[NH:75]1[CH2:80][CH2:79][CH2:78][CH:77]([C:81]([O:83][CH2:84][CH3:85])=[O:82])[CH2:76]1. Product: [Cl:43][C:44]1[CH:45]=[CH:46][C:47]2[N:53]3[C:54]([CH:57]([CH3:59])[CH3:58])=[N:55][N:56]=[C:52]3[CH:51]([CH2:60][C:61]([N:75]3[CH2:80][CH2:79][CH2:78][CH:77]([C:81]([O:83][CH2:84][CH3:85])=[O:82])[CH2:76]3)=[O:62])[O:50][CH:49]([C:64]3[CH:69]=[CH:68][CH:67]=[C:66]([O:70][CH3:71])[C:65]=3[O:72][CH3:73])[C:48]=2[CH:74]=1. The catalyst class is: 7.